This data is from Full USPTO retrosynthesis dataset with 1.9M reactions from patents (1976-2016). The task is: Predict the reactants needed to synthesize the given product. Given the product [C:22]([O:26][C:27]([NH:1][C@H:2]([C:7]([OH:9])=[O:8])[CH2:3][C:4](=[O:6])[NH2:5])=[O:28])([CH3:25])([CH3:24])[CH3:23], predict the reactants needed to synthesize it. The reactants are: [NH2:1][C@H:2]([C:7]([OH:9])=[O:8])[CH2:3][C:4](=[O:6])[NH2:5].C(=O)([O-])[O-].[Na+].[Na+].O1CCOCC1.[C:22]([O:26][C:27](O[C:27]([O:26][C:22]([CH3:25])([CH3:24])[CH3:23])=[O:28])=[O:28])([CH3:25])([CH3:24])[CH3:23].